From a dataset of Full USPTO retrosynthesis dataset with 1.9M reactions from patents (1976-2016). Predict the reactants needed to synthesize the given product. (1) Given the product [C:44]([O:48][C:42](=[O:8])[NH:39][C:20]1[C:19]([Br:18])=[CH:24][N:23]2[CH:25]=[C:26]([C:28]3[CH:29]=[CH:30][CH:31]=[CH:32][CH:33]=3)[N:27]=[C:22]2[CH:21]=1)([CH3:47])([CH3:46])[CH3:45], predict the reactants needed to synthesize it. The reactants are: C1(P(N=[N+]=[N-])(C2C=CC=CC=2)=[O:8])C=CC=CC=1.[Br:18][C:19]1[C:20](C(O)=O)=[CH:21][C:22]2[N:23]([CH:25]=[C:26]([C:28]3[CH:33]=[CH:32][CH:31]=[CH:30][CH:29]=3)[N:27]=2)[CH:24]=1.C([N:39]([CH2:42]C)CC)C.[C:44]([OH:48])([CH3:47])([CH3:46])[CH3:45]. (2) The reactants are: [N:1]1[CH:6]=[CH:5][CH:4]=[CH:3][C:2]=1[NH2:7].[Cl:8][C:9]1[N:14]=[C:13]([C:15](O)=[O:16])[CH:12]=[N:11][C:10]=1[N:18]([CH3:20])[CH3:19]. Given the product [Cl:8][C:9]1[N:14]=[C:13]([C:15]([NH:7][C:2]2[CH:3]=[CH:4][CH:5]=[CH:6][N:1]=2)=[O:16])[CH:12]=[N:11][C:10]=1[N:18]([CH3:20])[CH3:19], predict the reactants needed to synthesize it.